From a dataset of Full USPTO retrosynthesis dataset with 1.9M reactions from patents (1976-2016). Predict the reactants needed to synthesize the given product. Given the product [C:44]([O:43][C:41]([N:24]([CH2:25][C@@H:26]([C:34]1[CH:39]=[CH:38][CH:37]=[C:36]([Cl:40])[CH:35]=1)[O:27][CH:28]1[CH2:33][CH2:32][CH2:31][CH2:30][O:29]1)[CH2:23][CH2:22][C:19]1[CH:20]=[CH:21][C:16]([S:13]([C:10]2[CH:11]=[CH:12][C:2]([NH:1][C:50]([O:51][CH3:52])=[O:53])=[C:3]([CH:9]=2)[C:4]([O:6][CH3:7])=[O:5])(=[O:14])=[O:15])=[CH:17][CH:18]=1)=[O:42])([CH3:45])([CH3:46])[CH3:47], predict the reactants needed to synthesize it. The reactants are: [NH2:1][C:2]1[CH:12]=[CH:11][C:10]([S:13]([C:16]2[CH:21]=[CH:20][C:19]([CH2:22][CH2:23][N:24]([C:41]([O:43][C:44]([CH3:47])([CH3:46])[CH3:45])=[O:42])[CH2:25][C@@H:26]([C:34]3[CH:39]=[CH:38][CH:37]=[C:36]([Cl:40])[CH:35]=3)[O:27][CH:28]3[CH2:33][CH2:32][CH2:31][CH2:30][O:29]3)=[CH:18][CH:17]=2)(=[O:15])=[O:14])=[CH:9][C:3]=1[C:4]([O:6][CH2:7]C)=[O:5].[H-].[Na+].[C:50](=O)([O:53]C)[O:51][CH3:52].O.